Dataset: Forward reaction prediction with 1.9M reactions from USPTO patents (1976-2016). Task: Predict the product of the given reaction. (1) Given the reactants Br[C:2]1[CH:7]=[CH:6][C:5]([C:8]([C:19]2[CH:24]=[CH:23][CH:22]=[CH:21][CH:20]=2)=[C:9]2[CH2:14][C:13]([CH3:16])([CH3:15])[CH2:12][C:11]([CH3:18])([CH3:17])[CH2:10]2)=[CH:4][CH:3]=1.CCN(CC)CC.[C:32]([O:36][CH2:37][CH3:38])(=[O:35])[CH:33]=[CH2:34], predict the reaction product. The product is: [C:19]1([C:8](=[C:9]2[CH2:14][C:13]([CH3:16])([CH3:15])[CH2:12][C:11]([CH3:18])([CH3:17])[CH2:10]2)[C:5]2[CH:6]=[CH:7][C:2](/[CH:34]=[CH:33]/[C:32]([O:36][CH2:37][CH3:38])=[O:35])=[CH:3][CH:4]=2)[CH:24]=[CH:23][CH:22]=[CH:21][CH:20]=1. (2) Given the reactants [OH:1][C:2]1[CH:7]=[CH:6][C:5]([NH:8][C:9](=[O:15])[O:10][C:11]([CH3:14])([CH3:13])[CH3:12])=[CH:4][CH:3]=1.Cl[CH2:17][CH2:18][N:19]1[CH2:24][CH2:23][O:22][CH2:21][CH2:20]1.C(=O)([O-])[O-].[Cs+].[Cs+], predict the reaction product. The product is: [O:22]1[CH2:23][CH2:24][N:19]([CH2:18][CH2:17][O:1][C:2]2[CH:3]=[CH:4][C:5]([NH:8][C:9](=[O:15])[O:10][C:11]([CH3:12])([CH3:14])[CH3:13])=[CH:6][CH:7]=2)[CH2:20][CH2:21]1. (3) Given the reactants Cl[C:2]1[N:7]=[C:6]([NH:8][C:9]2[NH:10][N:11]=[C:12]([O:14][CH:15]([CH3:17])[CH3:16])[CH:13]=2)[CH:5]=[CH:4][N:3]=1.[CH:18]1([C:22]2[CH:26]=[C:25]([CH2:27][NH2:28])[O:24][N:23]=2)[CH2:21][CH2:20][CH2:19]1, predict the reaction product. The product is: [CH:18]1([C:22]2[CH:26]=[C:25]([CH2:27][NH:28][C:2]3[N:7]=[C:6]([NH:8][C:9]4[CH:13]=[C:12]([O:14][CH:15]([CH3:17])[CH3:16])[NH:11][N:10]=4)[CH:5]=[CH:4][N:3]=3)[O:24][N:23]=2)[CH2:19][CH2:20][CH2:21]1. (4) Given the reactants [Cl:1][C:2]1[CH:11]=[C:10]2[C:5]([C:6]([NH:12][CH2:13][CH2:14][CH2:15][CH2:16][CH2:17][CH2:18][NH2:19])=[CH:7][CH:8]=[N:9]2)=[CH:4][CH:3]=1.C(Cl)CCl.[CH3:24][CH2:25][N:26]([CH2:29][CH3:30])[CH2:27][CH3:28].[C:31]([O-])(O)=[O:32].[Na+], predict the reaction product. The product is: [Cl:1][C:2]1[CH:11]=[C:10]2[C:5]([C:6]([N:12]([C:31](=[O:32])[CH2:24][CH2:25][N:26]([CH2:29][CH3:30])[CH2:27][CH3:28])[CH2:13][CH2:14][CH2:15][CH2:16][CH2:17][CH2:18][NH2:19])=[CH:7][CH:8]=[N:9]2)=[CH:4][CH:3]=1. (5) The product is: [C:6]([C:5]1[CH:8]=[CH:9][C:2]([N:10]2[CH2:15][CH2:14][O:13][CH2:12][CH2:11]2)=[CH:3][CH:4]=1)#[N:7]. Given the reactants Cl[C:2]1[CH:9]=[CH:8][C:5]([C:6]#[N:7])=[CH:4][CH:3]=1.[NH:10]1[CH2:15][CH2:14][O:13][CH2:12][CH2:11]1.CC(C)([O-])C.[Na+].C1(C(C2C=CC=CC=2)=C(P(C2CCCCC2)C2CCCCC2)C)C=CC=CC=1.[Cl-].[NH4+], predict the reaction product.